Predict the reactants needed to synthesize the given product. From a dataset of Full USPTO retrosynthesis dataset with 1.9M reactions from patents (1976-2016). (1) Given the product [Cl:1][C:2]1[CH:7]=[CH:6][CH:5]=[CH:4][C:3]=1[N:8]1[C:12]([C:13]2[CH:18]=[CH:17][C:16]([O:19][CH2:20][C:21]([F:24])([F:22])[F:23])=[CH:15][N:14]=2)=[N:11][N:10]=[C:9]1[CH:25]=[CH:26][C:27]1[O:28][C:42]([C:41]2[CH:46]=[CH:47][C:38]([C:36]#[N:37])=[CH:39][CH:40]=2)=[N:44][N:45]=1, predict the reactants needed to synthesize it. The reactants are: [Cl:1][C:2]1[CH:7]=[CH:6][CH:5]=[CH:4][C:3]=1[N:8]1[C:12]([C:13]2[CH:18]=[CH:17][C:16]([O:19][CH2:20][C:21]([F:24])([F:23])[F:22])=[CH:15][N:14]=2)=[N:11][N:10]=[C:9]1[CH:25]=[CH:26][C:27](O)=[O:28].C(Cl)(=O)C(Cl)=O.[C:36]([C:38]1[CH:47]=[CH:46][C:41]([C:42]([NH:44][NH2:45])=O)=[CH:40][CH:39]=1)#[N:37].C1(P(C2C=CC=CC=2)C2C=CC=CC=2)C=CC=CC=1.C(Br)(Br)(Br)Br. (2) Given the product [CH2:17]([O:24][C:7]1[C:2]([Br:1])=[C:3]([C:12]2[O:13][CH:14]=[CH:15][CH:16]=2)[N:4]=[C:5]([NH2:11])[N:6]=1)[C:18]1[CH:23]=[CH:22][CH:21]=[CH:20][CH:19]=1, predict the reactants needed to synthesize it. The reactants are: [Br:1][C:2]1[C:3]([C:12]2[O:13][CH:14]=[CH:15][CH:16]=2)=[N:4][C:5]([NH2:11])=[N:6][C:7]=1S(C)=O.[CH2:17]([OH:24])[C:18]1[CH:23]=[CH:22][CH:21]=[CH:20][CH:19]=1.C1CCN2C(=NCCC2)CC1. (3) Given the product [CH3:26][O:25][C:13]1[CH:12]=[C:11]([C:10]2[C:3]3[C:4](=[N:5][CH:6]=[N:7][C:2]=3[NH2:1])[N:8]([CH:27]3[CH2:32][CH2:31][NH:30][CH2:29][CH2:28]3)[N:9]=2)[CH:16]=[CH:15][C:14]=1[NH:17][CH2:18][C:19]1[O:20][C:21]([CH3:24])=[CH:22][CH:23]=1, predict the reactants needed to synthesize it. The reactants are: [NH2:1][C:2]1[N:7]=[CH:6][N:5]=[C:4]2[N:8]([CH:27]3[CH2:32][CH2:31][N:30](C(OCC4C=CC=CC=4)=O)[CH2:29][CH2:28]3)[N:9]=[C:10]([C:11]3[CH:16]=[CH:15][C:14]([NH:17][CH2:18][C:19]4[O:20][C:21]([CH3:24])=[CH:22][CH:23]=4)=[C:13]([O:25][CH3:26])[CH:12]=3)[C:3]=12. (4) Given the product [ClH:14].[Br:2][C:3]1[CH:4]=[CH:5][C:6]([S:10][CH2:11][CH2:12][CH2:13][Cl:14])=[C:7]([NH:9][NH2:15])[CH:8]=1, predict the reactants needed to synthesize it. The reactants are: Cl.[Br:2][C:3]1[CH:4]=[CH:5][C:6]([S:10][CH2:11][CH2:12][CH2:13][Cl:14])=[C:7]([NH2:9])[CH:8]=1.[N:15]([O-])=O.[Na+].Cl[Sn]Cl.Cl. (5) The reactants are: C[O:2][C:3](=[O:35])[CH:4]=[CH:5][C:6]1[CH:11]=[CH:10][C:9]([O:12][CH2:13][C:14](=[O:32])[NH:15][CH2:16][CH2:17][O:18][CH2:19][CH2:20][O:21][CH2:22][CH2:23][NH:24][C:25]([O:27][C:28]([CH3:31])([CH3:30])[CH3:29])=[O:26])=[C:8]([O:33][CH3:34])[CH:7]=1.[OH-].[Li+]. Given the product [C:28]([O:27][C:25]([NH:24][CH2:23][CH2:22][O:21][CH2:20][CH2:19][O:18][CH2:17][CH2:16][NH:15][C:14]([CH2:13][O:12][C:9]1[CH:10]=[CH:11][C:6]([CH:5]=[CH:4][C:3]([OH:35])=[O:2])=[CH:7][C:8]=1[O:33][CH3:34])=[O:32])=[O:26])([CH3:31])([CH3:30])[CH3:29], predict the reactants needed to synthesize it. (6) Given the product [CH3:1][O:2][C:3]1[CH:12]=[C:11]2[C:6]([CH:7]=[CH:8][C:9](=[O:16])[N:10]2[CH2:13][CH:14]=[O:18])=[N:5][CH:4]=1, predict the reactants needed to synthesize it. The reactants are: [CH3:1][O:2][C:3]1[CH:12]=[C:11]2[C:6]([CH:7]=[CH:8][C:9](=[O:16])[N:10]2[CH2:13][CH:14]=C)=[N:5][CH:4]=1.I([O-])(=O)(=O)=[O:18].[Na+].